Dataset: Peptide-MHC class II binding affinity with 134,281 pairs from IEDB. Task: Regression. Given a peptide amino acid sequence and an MHC pseudo amino acid sequence, predict their binding affinity value. This is MHC class II binding data. (1) The peptide sequence is SGLVWGQKYFKGNFQ. The MHC is DRB1_0401 with pseudo-sequence DRB1_0401. The binding affinity (normalized) is 0.305. (2) The peptide sequence is SIAQHLVSDRPIMRY. The MHC is DRB4_0101 with pseudo-sequence DRB4_0103. The binding affinity (normalized) is 0.463.